From a dataset of Full USPTO retrosynthesis dataset with 1.9M reactions from patents (1976-2016). Predict the reactants needed to synthesize the given product. (1) Given the product [Cl:39][C:40]1[C:41]([C:65]2[N:67]=[C:15]([C:13]3[N:14]=[C:3]4[C:2]([Cl:1])=[CH:7][C:6]([C:8]([F:9])([F:10])[F:11])=[CH:5][N:4]4[CH:12]=3)[O:17][N:66]=2)=[CH:42][C:43]([F:64])=[C:44]([CH:63]=1)[CH2:45][CH2:46][C:47]1([NH:55][C:56](=[O:62])[O:57][C:58]([CH3:59])([CH3:60])[CH3:61])[CH2:48][O:49][C:50]([CH3:54])([CH3:53])[O:51][CH2:52]1, predict the reactants needed to synthesize it. The reactants are: [Cl:1][C:2]1[C:3]2[N:4]([CH:12]=[C:13]([C:15]([OH:17])=O)[N:14]=2)[CH:5]=[C:6]([C:8]([F:11])([F:10])[F:9])[CH:7]=1.CCN=C=NCCCN(C)C.C1C=CC2N(O)N=NC=2C=1.[Cl:39][C:40]1[C:41]([C:65](=[N:67]O)[NH2:66])=[CH:42][C:43]([F:64])=[C:44]([CH:63]=1)[CH2:45][CH2:46][C:47]1([NH:55][C:56](=[O:62])[O:57][C:58]([CH3:61])([CH3:60])[CH3:59])[CH2:52][O:51][C:50]([CH3:54])([CH3:53])[O:49][CH2:48]1. (2) Given the product [C:8]([C:47]([C:39]1[CH:40]=[CH:41][C:42]([O:43][CH:44]([F:46])[F:45])=[C:37]([O:36][CH:35]([F:67])[F:34])[CH:38]=1)([C:49]1[CH:54]=[CH:53][C:52]([C:55]([O:58][CH2:59][O:60][CH2:61][CH2:62][Si:63]([CH3:66])([CH3:65])[CH3:64])([CH3:57])[CH3:56])=[CH:51][CH:50]=1)[CH2:41][C:42]1[CH:13]=[N:14][CH:15]=[CH:38][CH:37]=1)([O:10][CH2:11][CH3:12])=[O:9], predict the reactants needed to synthesize it. The reactants are: N1C=CC=C(C[C:8]([O:10][CH2:11][CH3:12])=[O:9])C=1.[CH3:13][N:14](P(N(C)C)(N(C)C)=O)[CH3:15].C[Si]([N-][Si](C)(C)C)(C)C.[K+].[F:34][CH:35]([F:67])[O:36][C:37]1[CH:38]=[C:39]([CH:47]([C:49]2[CH:54]=[CH:53][C:52]([C:55]([O:58][CH2:59][O:60][CH2:61][CH2:62][Si:63]([CH3:66])([CH3:65])[CH3:64])([CH3:57])[CH3:56])=[CH:51][CH:50]=2)Cl)[CH:40]=[CH:41][C:42]=1[O:43][CH:44]([F:46])[F:45]. (3) Given the product [Cl:8][C:6]1[N:5]=[C:4]([O:9][C@H:10]([CH3:14])[CH2:11][O:12][CH3:13])[N:3]=[C:2]([N:35]2[CH2:36][CH2:37][CH:32]([CH2:31][O:30][C:25]3[C:26]([NH2:29])=[N:27][CH:28]=[C:23]([C:21]4[N:20]=[CH:19][N:18]([CH3:17])[CH:22]=4)[CH:24]=3)[CH2:33][CH2:34]2)[N:7]=1, predict the reactants needed to synthesize it. The reactants are: Cl[C:2]1[N:7]=[C:6]([Cl:8])[N:5]=[C:4]([O:9][C@H:10]([CH3:14])[CH2:11][O:12][CH3:13])[N:3]=1.Cl.Cl.[CH3:17][N:18]1[CH:22]=[C:21]([C:23]2[CH:24]=[C:25]([O:30][CH2:31][CH:32]3[CH2:37][CH2:36][NH:35][CH2:34][CH2:33]3)[C:26]([NH2:29])=[N:27][CH:28]=2)[N:20]=[CH:19]1.CCN(C(C)C)C(C)C.CO.